This data is from Reaction yield outcomes from USPTO patents with 853,638 reactions. The task is: Predict the reaction yield, written as a fraction of the theoretical maximum amount of product (1.0 means a 100% yield; for example, 0.34 means a 34% yield). (1) The reactants are [C:1]([CH2:3][CH2:4][C:5]([CH2:16][CH2:17][C:18]#[N:19])([C:11]([O:13]CC)=[O:12])[C:6]([O:8]CC)=[O:7])#[N:2].C[N+](C)(C)C.[OH-].Cl. No catalyst specified. The product is [C:18]([CH2:17][CH2:16][C:5]([CH2:4][CH2:3][C:1]#[N:2])([C:11]([OH:13])=[O:12])[C:6]([OH:8])=[O:7])#[N:19]. The yield is 0.158. (2) The reactants are [NH2:1][C:2]1[CH:7]=[CH:6][C:5]([CH3:8])=[CH:4][C:3]=1[OH:9].Cl[CH2:11][C:12](Cl)=[O:13].C(=O)([O-])[O-].[K+].[K+]. The catalyst is C(#N)C. The product is [CH3:8][C:5]1[CH:6]=[CH:7][C:2]2[NH:1][C:12](=[O:13])[CH2:11][O:9][C:3]=2[CH:4]=1. The yield is 0.400. (3) The reactants are [CH3:1][C:2]1[CH:7]=[C:6]([S:8](=[O:11])(=[O:10])[NH2:9])[CH:5]=[CH:4][C:3]=1[NH:12][C:13]([C:15]1[CH:20]=[C:19](Cl)[N:18]=[CH:17][N:16]=1)=[O:14].[CH:22]1([NH:27][CH2:28][CH:29]([CH3:31])[CH3:30])[CH2:26][CH2:25][CH2:24][CH2:23]1. No catalyst specified. The product is [NH2:9][S:8]([C:6]1[CH:5]=[CH:4][C:3]([NH:12][C:13]([C:15]2[CH:20]=[C:19]([N:27]([CH:22]3[CH2:26][CH2:25][CH2:24][CH2:23]3)[CH2:28][CH:29]([CH3:31])[CH3:30])[N:18]=[CH:17][N:16]=2)=[O:14])=[C:2]([CH3:1])[CH:7]=1)(=[O:11])=[O:10]. The yield is 0.800. (4) The reactants are [F:1][C:2]1[CH:8]=[C:7]([F:9])[C:6]([F:10])=[CH:5][C:3]=1[NH2:4].Cl.Cl[CH2:13][CH2:14][NH:15][CH2:16][CH2:17]Cl.C(=O)([O-])[O-].[Na+].[Na+].[OH-].[Na+]. The catalyst is C(O)CCC.CCCCCC. The product is [F:1][C:2]1[CH:8]=[C:7]([F:9])[C:6]([F:10])=[CH:5][C:3]=1[N:4]1[CH2:17][CH2:16][NH:15][CH2:14][CH2:13]1. The yield is 0.240. (5) The reactants are I[C:2]1[N:6]2[CH:7]=[CH:8][CH:9]=[CH:10][C:5]2=[N:4][C:3]=1[C:11]([O:13][CH2:14][CH3:15])=[O:12].[F:16][C:17]1[CH:22]=[C:21](B(O)O)[CH:20]=[CH:19][N:18]=1.FC1N=CC(C2N3C=CC=CC3=NC=2C(OCC)=O)=CC=1. No catalyst specified. The product is [F:16][C:17]1[CH:22]=[C:21]([C:2]2[N:6]3[CH:7]=[CH:8][CH:9]=[CH:10][C:5]3=[N:4][C:3]=2[C:11]([O:13][CH2:14][CH3:15])=[O:12])[CH:20]=[CH:19][N:18]=1. The yield is 0.420.